Dataset: Full USPTO retrosynthesis dataset with 1.9M reactions from patents (1976-2016). Task: Predict the reactants needed to synthesize the given product. (1) The reactants are: [F:1][C:2]([F:16])([C:6]([F:15])([F:14])[C:7]([F:13])([F:12])[C:8]([F:11])([F:10])[F:9])[CH2:3][CH2:4][OH:5].N1C=CC=CC=1.C(N(CC)CC)C.[Cl-].[C:31]([O:38][CH2:39][CH:40]([CH2:45][CH3:46])[CH2:41][CH2:42][CH2:43][CH3:44])(=[O:37])/[CH:32]=[CH:33]\[C:34]([O-])=[O:35]. Given the product [C:31]([O:38][CH2:39][CH:40]([CH2:45][CH3:46])[CH2:41][CH2:42][CH2:43][CH3:44])(=[O:37])/[CH:32]=[CH:33]\[C:34]([O:5][CH2:4][CH2:3][C:2]([F:16])([F:1])[C:6]([F:14])([F:15])[C:7]([F:12])([F:13])[C:8]([F:9])([F:10])[F:11])=[O:35], predict the reactants needed to synthesize it. (2) Given the product [Cl:16][C:2]1[S:3][C:4]2[CH:10]=[CH:9][C:8]([C:11]([O:13][CH3:14])=[O:12])=[C:7]([CH3:15])[C:5]=2[N:6]=1, predict the reactants needed to synthesize it. The reactants are: N[C:2]1[S:3][C:4]2[CH:10]=[CH:9][C:8]([C:11]([O:13][CH3:14])=[O:12])=[C:7]([CH3:15])[C:5]=2[N:6]=1.[Cl-:16].[Na+].C1OCCOCCOCCOCCOC1.N(OC(C)(C)C)=O. (3) Given the product [NH:8]1[C:3]2[CH:4]=[CH:5][CH:6]=[CH:7][C:2]=2[N:1]=[C:9]1[CH2:11][N:12]1[C:21](=[O:22])[C:20]2[N:19]([CH2:23][C:24]#[C:25][CH3:26])[C:18]([N:27]3[CH2:32][CH2:31][CH2:30][CH:29]([NH:33][C:34]([O:36][C:37]([CH3:39])([CH3:38])[CH3:40])=[O:35])[CH2:28]3)=[N:17][C:16]=2[N:15]([CH3:41])[C:13]1=[O:14], predict the reactants needed to synthesize it. The reactants are: [NH2:1][C:2]1[CH:7]=[CH:6][CH:5]=[CH:4][C:3]=1[NH:8][C:9]([CH2:11][N:12]1[C:21](=[O:22])[C:20]2[N:19]([CH2:23][C:24]#[C:25][CH3:26])[C:18]([N:27]3[CH2:32][CH2:31][CH2:30][CH:29]([NH:33][C:34]([O:36][C:37]([CH3:40])([CH3:39])[CH3:38])=[O:35])[CH2:28]3)=[N:17][C:16]=2[N:15]([CH3:41])[C:13]1=[O:14])=O. (4) Given the product [NH2:15][C:10]1[O:11][CH2:12][C@H:13]([F:14])[C@:8]([C:6]2[CH:7]=[C:2]([NH:1][C:26]([C:23]3[CH:22]=[N:21][C:20]([CH:19]([F:29])[F:18])=[CH:25][N:24]=3)=[O:27])[CH:3]=[CH:4][C:5]=2[F:17])([CH3:16])[N:9]=1, predict the reactants needed to synthesize it. The reactants are: [NH2:1][C:2]1[CH:3]=[CH:4][C:5]([F:17])=[C:6]([C@:8]2([CH3:16])[C@@H:13]([F:14])[CH2:12][O:11][C:10]([NH2:15])=[N:9]2)[CH:7]=1.[F:18][CH:19]([F:29])[C:20]1[N:21]=[CH:22][C:23]([C:26](O)=[O:27])=[N:24][CH:25]=1. (5) Given the product [CH3:28][O:30][C:4]1[CH:5]=[CH:6][C:1]([CH:7]=[N:8][C:9]2[CH:16]=[CH:15][C:12]([CH2:13][N:14]=[CH:25][C:22]3[CH:23]=[CH:24][C:19]([O:18][CH3:17])=[CH:20][CH:21]=3)=[CH:11][CH:10]=2)=[CH:2][CH:3]=1, predict the reactants needed to synthesize it. The reactants are: [C:1]1([CH3:7])[CH:6]=[CH:5][CH:4]=[CH:3][CH:2]=1.[NH2:8][C:9]1[CH:16]=[CH:15][C:12]([CH2:13][NH2:14])=[CH:11][CH:10]=1.[CH3:17][O:18][C:19]1[CH:20]=[CH:21][C:22]([CH:25]=O)=[CH:23][CH:24]=1.O.[C:28](OCC)(=[O:30])C. (6) The reactants are: [CH3:1][O:2][C:3]1[CH:4]=[C:5]2[C:10](=[CH:11][C:12]=1[O:13][CH3:14])[N:9]=[CH:8][N:7]=[C:6]2[N:15]1[CH2:20][CH2:19][C:18]2[NH:21][N:22]=[C:23]([CH2:24]O)[C:17]=2[CH2:16]1.S(Cl)([Cl:28])=O. Given the product [Cl:28][CH2:24][C:23]1[C:17]2[CH2:16][N:15]([C:6]3[C:5]4[C:10](=[CH:11][C:12]([O:13][CH3:14])=[C:3]([O:2][CH3:1])[CH:4]=4)[N:9]=[CH:8][N:7]=3)[CH2:20][CH2:19][C:18]=2[NH:21][N:22]=1, predict the reactants needed to synthesize it.